The task is: Predict the reaction yield, written as a fraction of the theoretical maximum amount of product (1.0 means a 100% yield; for example, 0.34 means a 34% yield).. This data is from Reaction yield outcomes from USPTO patents with 853,638 reactions. (1) The reactants are [CH2:1]([O:3][C:4](=[O:17])[CH2:5][C@H:6]1[C:14]2[C:9](=[CH:10][C:11]([O:15]C)=[CH:12][CH:13]=2)[CH2:8][CH2:7]1)[CH3:2].[Al+3].[Cl-].[Cl-].[Cl-].CCS. The catalyst is C(Cl)Cl. The product is [CH2:1]([O:3][C:4](=[O:17])[CH2:5][C@H:6]1[C:14]2[C:9](=[CH:10][C:11]([OH:15])=[CH:12][CH:13]=2)[CH2:8][CH2:7]1)[CH3:2]. The yield is 0.960. (2) The reactants are [Br:1][C:2]1[C:7]([O:8][CH3:9])=[CH:6][CH:5]=[CH:4][C:3]=1[F:10].[CH3:11][O:12]C(Cl)Cl. The catalyst is [Ti](Cl)(Cl)(Cl)Cl.ClCCl. The product is [Br:1][C:2]1[C:3]([F:10])=[C:4]([CH:5]=[CH:6][C:7]=1[O:8][CH3:9])[CH:11]=[O:12]. The yield is 0.740. (3) The reactants are [CH3:1][CH2:2][CH2:3][CH2:4][C:5]1[N:9]([CH2:10][C:11]2[CH:12]=[CH:13][C:14]([C:17]3[CH:18]=[CH:19][CH:20]=[CH:21][C:22]=3[C:23]3[N:27]=[N:26][NH:25][N:24]=3)=[CH:15][CH:16]=2)[C:8]([CH2:28][OH:29])=[C:7]([Cl:30])[N:6]=1.[OH-].[K+:32].O. The catalyst is C(O)(C)C.CCCCCCC. The product is [CH3:1][CH2:2][CH2:3][CH2:4][C:5]1[N:9]([CH2:10][C:11]2[CH:16]=[CH:15][C:14]([C:17]3[CH:18]=[CH:19][CH:20]=[CH:21][C:22]=3[C:23]3[N:27]=[N:26][N-:25][N:24]=3)=[CH:13][CH:12]=2)[C:8]([CH2:28][OH:29])=[C:7]([Cl:30])[N:6]=1.[K+:32]. The yield is 0.860. (4) The reactants are [K+].[N:2]1[C:11]2[C:6](=[CH:7][C:8]([CH2:12][C:13]([NH:15][NH:16][C:17]([S-:19])=S)=O)=[CH:9][CH:10]=2)[CH:5]=[CH:4][CH:3]=1.O.[NH2:21][NH2:22].S. The catalyst is O. The product is [NH2:21][N:22]1[C:13]([CH2:12][C:8]2[CH:7]=[C:6]3[C:11](=[CH:10][CH:9]=2)[N:2]=[CH:3][CH:4]=[CH:5]3)=[N:15][N:16]=[C:17]1[SH:19]. The yield is 0.440. (5) The reactants are [Cl:1][C:2]1[N:7]=[N:6][C:5]([N:8]([CH3:14])[C@H:9]2[CH2:13][CH2:12][NH:11][CH2:10]2)=[CH:4][CH:3]=1.[F:15][C:16]1[CH:24]=[CH:23][C:22]([CH:25]=[O:26])=[CH:21][C:17]=1[C:18](O)=[O:19].F[P-](F)(F)(F)(F)F.N1(OC(N(C)C)=[N+](C)C)C2C=CC=CC=2N=N1.C(N(CC)C(C)C)(C)C. No catalyst specified. The product is [Cl:1][C:2]1[N:7]=[N:6][C:5]([N:8]([CH3:14])[C@H:9]2[CH2:13][CH2:12][N:11]([C:18]([C:17]3[CH:21]=[C:22]([CH:23]=[CH:24][C:16]=3[F:15])[CH:25]=[O:26])=[O:19])[CH2:10]2)=[CH:4][CH:3]=1. The yield is 0.450. (6) The reactants are [Br:1][C:2]1[CH:8]=[C:7]([N+:9]([O-])=O)[C:5]([NH2:6])=[C:4]([N+:12]([O-])=O)[CH:3]=1.O.O.[Sn](Cl)Cl.O.[OH-].[Na+]. The catalyst is Cl. The product is [Br:1][C:2]1[CH:3]=[C:4]([NH2:12])[C:5]([NH2:6])=[C:7]([NH2:9])[CH:8]=1. The yield is 0.961. (7) The reactants are [F:1][C:2]1[CH:3]=[C:4]([N:38]2[CH2:42][C@H:41]([CH2:43][NH:44][C:45](=[O:47])[CH3:46])[O:40][C:39]2=[O:48])[CH:5]=[CH:6][C:7]=1[N:8]1[CH2:13][CH2:12][N:11]([C:14](=[O:37])[CH2:15][O:16][C:17]2[CH:22]=[CH:21][C:20]([CH2:23][O:24][CH:25]3[CH2:30][O:29][C:28]4=[N:31][C:32]([N+:34]([O-:36])=[O:35])=[CH:33][N:27]4[CH2:26]3)=[CH:19][CH:18]=2)[CH2:10][CH2:9]1.C(OC(=O)COC1C=CC(CO[C@@H]2COC3=NC([N+]([O-])=O)=CN3C2)=CC=1)(C)(C)C.FC1C=C(N2CC(CNC(=O)C)OC2=O)C=CC=1N1CCNCC1.C1C=CC2N(O)N=NC=2C=1.CCN=C=NCCCN(C)C.CCN(C(C)C)C(C)C. The catalyst is C(O)(C(F)(F)F)=O.C(Cl)Cl.C(Cl)Cl. The product is [F:1][C:2]1[CH:3]=[C:4]([N:38]2[CH2:42][C@H:41]([CH2:43][NH:44][C:45](=[O:47])[CH3:46])[O:40][C:39]2=[O:48])[CH:5]=[CH:6][C:7]=1[N:8]1[CH2:9][CH2:10][N:11]([C:14](=[O:37])[CH2:15][O:16][C:17]2[CH:18]=[CH:19][C:20]([CH2:23][O:24][C@@H:25]3[CH2:30][O:29][C:28]4=[N:31][C:32]([N+:34]([O-:36])=[O:35])=[CH:33][N:27]4[CH2:26]3)=[CH:21][CH:22]=2)[CH2:12][CH2:13]1. The yield is 0.0400.